The task is: Predict the reactants needed to synthesize the given product.. This data is from Full USPTO retrosynthesis dataset with 1.9M reactions from patents (1976-2016). (1) Given the product [Cl:1][C:2]1[CH:3]=[C:4]([N:10]2[CH:22]([CH:23]3[CH2:27][CH2:26][CH2:25][CH2:24]3)[CH:21]3[C:12]([C:13]4[CH:14]=[CH:15][C:16]([C:28]([NH:37][C@H:34]5[CH2:35][CH2:36][O:32][CH2:33]5)=[O:30])=[N:17][C:18]=4[CH2:19][CH2:20]3)=[N:11]2)[CH:5]=[CH:6][C:7]=1[C:8]#[N:9], predict the reactants needed to synthesize it. The reactants are: [Cl:1][C:2]1[CH:3]=[C:4]([N:10]2[CH:22]([CH:23]3[CH2:27][CH2:26][CH2:25][CH2:24]3)[CH:21]3[C:12]([C:13]4[CH:14]=[CH:15][C:16]([C:28]([OH:30])=O)=[N:17][C:18]=4[CH2:19][CH2:20]3)=[N:11]2)[CH:5]=[CH:6][C:7]=1[C:8]#[N:9].Cl.[O:32]1[CH2:36][CH2:35][C@H:34]([NH2:37])[CH2:33]1.CCN(C(C)C)C(C)C.CN(C(ON1N=NC2C=CC=NC1=2)=[N+](C)C)C.F[P-](F)(F)(F)(F)F. (2) Given the product [CH3:1][O:2][C:3]1[CH:4]=[C:5]([CH:7]=[CH:8][C:9]=1[C:10]1[O:14][CH:13]=[N:12][CH:11]=1)[NH:6][CH2:15][C:17]1[S:21][C:20]([C:22]([OH:24])=[O:23])=[CH:19][CH:18]=1, predict the reactants needed to synthesize it. The reactants are: [CH3:1][O:2][C:3]1[CH:4]=[C:5]([CH:7]=[CH:8][C:9]=1[C:10]1[O:14][CH:13]=[N:12][CH:11]=1)[NH2:6].[CH:15]([C:17]1[S:21][C:20]([C:22]([OH:24])=[O:23])=[CH:19][CH:18]=1)=O.[BH4-].[Na+]. (3) Given the product [CH2:23]([O:22][C:20]([N:4]1[CH2:5][CH2:6][C@H:2]([OH:1])[C@H:3]1[C:7]([OH:9])=[O:8])=[O:21])[C:24]1[CH:29]=[CH:28][CH:27]=[CH:26][CH:25]=1, predict the reactants needed to synthesize it. The reactants are: [OH:1][C@H:2]1[CH2:6][CH2:5][NH:4][C@@H:3]1[C:7]([OH:9])=[O:8].CCN(C(C)C)C(C)C.Cl[C:20]([O:22][CH2:23][C:24]1[CH:29]=[CH:28][CH:27]=[CH:26][CH:25]=1)=[O:21]. (4) Given the product [C:1]([O:5][C:6]([N:8]1[CH2:9][C@@H:10]([C:38](=[O:40])[NH:45][CH2:44][CH2:43][CH:42]([CH3:46])[CH3:41])[CH2:11][C@H:12]([C:14](=[O:37])[NH:15][CH2:16][C:17]2([CH2:31][CH2:32][CH2:33][CH2:34][O:35][CH3:36])[C:30]3[CH:29]=[CH:28][CH:27]=[CH:26][C:25]=3[O:24][C:23]3[C:18]2=[CH:19][CH:20]=[CH:21][CH:22]=3)[CH2:13]1)=[O:7])([CH3:3])([CH3:4])[CH3:2], predict the reactants needed to synthesize it. The reactants are: [C:1]([O:5][C:6]([N:8]1[CH2:13][C@@H:12]([C:14](=[O:37])[NH:15][CH2:16][C:17]2([CH2:31][CH2:32][CH2:33][CH2:34][O:35][CH3:36])[C:30]3[CH:29]=[CH:28][CH:27]=[CH:26][C:25]=3[O:24][C:23]3[C:18]2=[CH:19][CH:20]=[CH:21][CH:22]=3)[CH2:11][C@H:10]([C:38]([OH:40])=O)[CH2:9]1)=[O:7])([CH3:4])([CH3:3])[CH3:2].[CH3:41][CH:42]([CH3:46])[CH2:43][CH2:44][NH2:45].